This data is from Forward reaction prediction with 1.9M reactions from USPTO patents (1976-2016). The task is: Predict the product of the given reaction. (1) Given the reactants [Br:1][C:2]1[CH:7]=[CH:6][C:5]([S:8](Cl)(=[O:10])=[O:9])=[C:4]([Cl:12])[CH:3]=1.[NH2:13][C:14]1[CH:15]=[C:16]([S:20]([NH2:23])(=[O:22])=[O:21])[CH:17]=[CH:18][CH:19]=1, predict the reaction product. The product is: [Br:1][C:2]1[CH:7]=[CH:6][C:5]([S:8]([NH:13][C:14]2[CH:19]=[CH:18][CH:17]=[C:16]([S:20](=[O:22])(=[O:21])[NH2:23])[CH:15]=2)(=[O:10])=[O:9])=[C:4]([Cl:12])[CH:3]=1. (2) Given the reactants [C:1]([O:5][C:6](=[O:15])[CH2:7]/[N:8]=[CH:9]/[CH2:10][C:11]([CH3:14])([CH3:13])[CH3:12])([CH3:4])([CH3:3])[CH3:2].[Cl:16][C:17]1[C:18]([F:35])=[C:19](/[CH:23]=[C:24](/[C:27]2[C:32]([F:33])=[CH:31][C:30]([Cl:34])=[CH:29][N:28]=2)\[C:25]#[N:26])[CH:20]=[CH:21][CH:22]=1.C(N(CC)CC)C.C1CCN2C(=NCCC2)CC1, predict the reaction product. The product is: [C:1]([O:5][C:6]([CH:7]1[CH:23]([C:19]2[CH:20]=[CH:21][CH:22]=[C:17]([Cl:16])[C:18]=2[F:35])[C:24]([C:27]2[C:32]([F:33])=[CH:31][C:30]([Cl:34])=[CH:29][N:28]=2)([C:25]#[N:26])[CH:9]([CH2:10][C:11]([CH3:14])([CH3:13])[CH3:12])[NH:8]1)=[O:15])([CH3:4])([CH3:3])[CH3:2]. (3) The product is: [C:26]([C:30]1[N:34]=[C:33]([N:13]2[CH2:14][CH2:15][CH:10]([N:7]3[CH2:8][CH2:9][C@H:5]([O:4][C:3]4[CH:17]=[C:18]([F:25])[C:19]([S:21]([CH3:24])(=[O:23])=[O:22])=[CH:20][C:2]=4[F:1])[C:6]3=[O:16])[CH2:11][CH2:12]2)[S:32][N:31]=1)([CH3:29])([CH3:28])[CH3:27]. Given the reactants [F:1][C:2]1[CH:20]=[C:19]([S:21]([CH3:24])(=[O:23])=[O:22])[C:18]([F:25])=[CH:17][C:3]=1[O:4][C@H:5]1[CH2:9][CH2:8][N:7]([CH:10]2[CH2:15][CH2:14][NH:13][CH2:12][CH2:11]2)[C:6]1=[O:16].[C:26]([C:30]1[N:34]=[C:33](Cl)[S:32][N:31]=1)([CH3:29])([CH3:28])[CH3:27].C(N(CC)CC)C, predict the reaction product. (4) Given the reactants [O:1]1[C:6](=[O:7])[CH2:5][CH2:4][CH2:3][C:2]1=[O:8].[NH2:9][C:10]1[CH:17]=[CH:16][C:13]([C:14]#[N:15])=[CH:12][CH:11]=1, predict the reaction product. The product is: [C:14]([C:13]1[CH:16]=[CH:17][C:10]([NH:9][C:2](=[O:8])[CH2:3][CH2:4][CH2:5][C:6]([OH:1])=[O:7])=[CH:11][CH:12]=1)#[N:15].